This data is from Forward reaction prediction with 1.9M reactions from USPTO patents (1976-2016). The task is: Predict the product of the given reaction. Given the reactants Cl[C:2]1[C:11]([N:12]([CH:14]([CH3:16])[CH3:15])[CH3:13])=[N:10][C:9]2[C:4](=[CH:5][CH:6]=[C:7]([C:17]([O:19][CH3:20])=[O:18])[CH:8]=2)[N:3]=1.[CH3:21][O:22][C:23]1[CH:28]=[CH:27][C:26](B(O)O)=[CH:25][CH:24]=1.[O-]P([O-])([O-])=O.[K+].[K+].[K+], predict the reaction product. The product is: [CH:14]([N:12]([CH3:13])[C:11]1[C:2]([C:26]2[CH:27]=[CH:28][C:23]([O:22][CH3:21])=[CH:24][CH:25]=2)=[N:3][C:4]2[C:9]([N:10]=1)=[CH:8][C:7]([C:17]([O:19][CH3:20])=[O:18])=[CH:6][CH:5]=2)([CH3:16])[CH3:15].